This data is from Forward reaction prediction with 1.9M reactions from USPTO patents (1976-2016). The task is: Predict the product of the given reaction. (1) Given the reactants [CH3:1][NH:2][C:3]1[CH:4]=[N:5][CH:6]=[CH:7][C:8]=1[C:9]1[C:10]([O:15][CH2:16][C:17]([F:20])([F:19])[F:18])=[N:11][CH:12]=[CH:13][CH:14]=1.[CH3:21][S:22]([C:25]1[CH:26]=[C:27]([CH:31]=[C:32]([C:34]([F:37])([F:36])[F:35])[CH:33]=1)[C:28]([OH:30])=O)(=[O:24])=[O:23].[NH4+].[Cl-], predict the reaction product. The product is: [CH3:21][S:22]([C:25]1[CH:26]=[C:27]([CH:31]=[C:32]([C:34]([F:37])([F:36])[F:35])[CH:33]=1)[C:28]([N:2]([CH3:1])[C:3]1[CH:4]=[N:5][CH:6]=[CH:7][C:8]=1[C:9]1[C:10]([O:15][CH2:16][C:17]([F:20])([F:19])[F:18])=[N:11][CH:12]=[CH:13][CH:14]=1)=[O:30])(=[O:23])=[O:24]. (2) Given the reactants Br[C:2]1[CH:3]=[C:4]([C:12]2[N:16]([CH2:17][CH:18]3[CH2:23][CH2:22][CH2:21][CH2:20][CH2:19]3)[C:15]([CH3:24])=[C:14]([C:25]([O:27][CH2:28][CH3:29])=[O:26])[CH:13]=2)[CH:5]=[C:6]([C:8]([CH3:11])([CH3:10])[CH3:9])[CH:7]=1.[CH:30]1(B(O)O)[CH2:32][CH2:31]1.C1(P(C2CCCCC2)C2CCCCC2)CCCCC1.[O-]P([O-])([O-])=O.[K+].[K+].[K+], predict the reaction product. The product is: [C:8]([C:6]1[CH:5]=[C:4]([C:12]2[N:16]([CH2:17][CH:18]3[CH2:19][CH2:20][CH2:21][CH2:22][CH2:23]3)[C:15]([CH3:24])=[C:14]([C:25]([O:27][CH2:28][CH3:29])=[O:26])[CH:13]=2)[CH:3]=[C:2]([CH:30]2[CH2:32][CH2:31]2)[CH:7]=1)([CH3:11])([CH3:10])[CH3:9]. (3) Given the reactants Cl[CH:2]1[CH2:7][CH2:6][CH2:5][CH2:4][N:3]1C(O)=O.[OH:11][C:12]1[C:16]2[CH:17]=[CH:18][CH:19]=[CH:20][C:15]=2[S:14][C:13]=1[C:21]([NH2:23])=[O:22], predict the reaction product. The product is: [NH:3]1[CH2:2][CH2:7][CH:6]([O:11][C:12]2[C:16]3[CH:17]=[CH:18][CH:19]=[CH:20][C:15]=3[S:14][C:13]=2[C:21]([NH2:23])=[O:22])[CH2:5][CH2:4]1. (4) Given the reactants CN1CCOCC1.ON1C2C=CC=CC=2N=N1.Cl.C(N=C=NCCCN(C)C)C.[CH2:30]([CH2:32][NH2:33])[OH:31].[CH3:34][C:35]1[C:40]([CH:41]([C:51]2[C:56]([F:57])=[CH:55][CH:54]=[C:53]([F:58])[C:52]=2[F:59])[S:42]([CH2:45][CH2:46][C:47]([F:50])([F:49])[F:48])(=[O:44])=[O:43])=[CH:39][N:38]=[C:37]([C:60](O)=[O:61])[CH:36]=1, predict the reaction product. The product is: [OH:31][CH2:30][CH2:32][NH:33][C:60]([C:37]1[CH:36]=[C:35]([CH3:34])[C:40]([CH:41]([C:51]2[C:56]([F:57])=[CH:55][CH:54]=[C:53]([F:58])[C:52]=2[F:59])[S:42]([CH2:45][CH2:46][C:47]([F:50])([F:49])[F:48])(=[O:43])=[O:44])=[CH:39][N:38]=1)=[O:61].